This data is from Full USPTO retrosynthesis dataset with 1.9M reactions from patents (1976-2016). The task is: Predict the reactants needed to synthesize the given product. (1) Given the product [CH3:1][O:2][C:3]1[C:11]([O:12][CH3:13])=[C:10]([O:14][CH3:15])[CH:9]=[CH:8][C:4]=1[C:5]([O:7][CH3:16])=[O:6], predict the reactants needed to synthesize it. The reactants are: [CH3:1][O:2][C:3]1[C:11]([O:12][CH3:13])=[C:10]([O:14][CH3:15])[CH:9]=[CH:8][C:4]=1[C:5]([OH:7])=[O:6].[C:16]([O-])([O-])=O.[K+].[K+].CI.O. (2) Given the product [C:53]([NH:57][CH2:6][C:7]1[N:8]=[C:9]([C:49]([F:52])([F:51])[F:50])[N:10]=[C:11]([O:13][C@@H:14]2[CH2:19][CH2:18][C@H:17]([N:20]3[CH2:23][C:22]([CH2:46][C:47]#[N:48])([N:24]4[CH:28]=[C:27]([C:29]5[C:30]6[CH:37]=[CH:36][N:35]([CH2:38][O:39][CH2:40][CH2:41][Si:42]([CH3:43])([CH3:45])[CH3:44])[C:31]=6[N:32]=[CH:33][N:34]=5)[CH:26]=[N:25]4)[CH2:21]3)[CH2:16][CH2:15]2)[CH:12]=1)([CH3:56])([CH3:55])[CH3:54], predict the reactants needed to synthesize it. The reactants are: CS(O[CH2:6][C:7]1[CH:12]=[C:11]([O:13][C@H:14]2[CH2:19][CH2:18][C@@H:17]([N:20]3[CH2:23][C:22]([CH2:46][C:47]#[N:48])([N:24]4[CH:28]=[C:27]([C:29]5[C:30]6[CH:37]=[CH:36][N:35]([CH2:38][O:39][CH2:40][CH2:41][Si:42]([CH3:45])([CH3:44])[CH3:43])[C:31]=6[N:32]=[CH:33][N:34]=5)[CH:26]=[N:25]4)[CH2:21]3)[CH2:16][CH2:15]2)[N:10]=[C:9]([C:49]([F:52])([F:51])[F:50])[N:8]=1)(=O)=O.[C:53]([NH2:57])([CH3:56])([CH3:55])[CH3:54].S([O-])(=O)(=O)C. (3) Given the product [CH:29]1([NH:32][C:6]2[C:5]3[C:10](=[CH:11][C:2]([F:1])=[C:3]([N:23]4[CH2:28][CH2:27][CH2:26][CH2:25][CH2:24]4)[CH:4]=3)[N:9]=[C:8]([N:12]3[CH:16]=[C:15]([C:17]([OH:19])=[O:18])[CH:14]=[N:13]3)[N:7]=2)[CH2:31][CH2:30]1, predict the reactants needed to synthesize it. The reactants are: [F:1][C:2]1[CH:11]=[C:10]2[C:5]([C:6](=O)[NH:7][C:8]([N:12]3[CH:16]=[C:15]([C:17]([O:19]CC)=[O:18])[CH:14]=[N:13]3)=[N:9]2)=[CH:4][C:3]=1[N:23]1[CH2:28][CH2:27][CH2:26][CH2:25][CH2:24]1.[CH:29]1([NH2:32])[CH2:31][CH2:30]1. (4) The reactants are: [Cl:1][C:2]1[C:3]([CH2:13][O:14]C2CCCCO2)=[C:4]([C:8]2([OH:12])[CH2:11][CH2:10][CH2:9]2)[CH:5]=[CH:6][CH:7]=1.CC1C=CC(S(O)(=O)=O)=CC=1. Given the product [Cl:1][C:2]1[C:3]([CH2:13][OH:14])=[C:4]([C:8]2([OH:12])[CH2:9][CH2:10][CH2:11]2)[CH:5]=[CH:6][CH:7]=1, predict the reactants needed to synthesize it. (5) Given the product [C:1]1([C:7]2([C:11]([OH:17])=[O:13])[CH2:10][CH2:9][CH2:8]2)[CH:6]=[CH:5][CH:4]=[CH:3][CH:2]=1, predict the reactants needed to synthesize it. The reactants are: [C:1]1([C:7]2([C:11]#N)[CH2:10][CH2:9][CH2:8]2)[CH:6]=[CH:5][CH:4]=[CH:3][CH:2]=1.[OH-:13].[K+].C(O)C[O:17]CCO. (6) Given the product [CH3:1][O:2][C:3]1[CH:4]=[C:5]2[C:9](=[CH:10][CH:11]=1)[NH:8][C:7]([CH3:12])=[C:6]2[CH2:13][C:14]([NH:38][C:32]1[N:33]=[CH:34][C:35]2[C:30]([CH:31]=1)=[CH:29][C:28]([C:26]1[CH:25]=[N:24][NH:23][CH:27]=1)=[CH:37][CH:36]=2)=[O:16], predict the reactants needed to synthesize it. The reactants are: [CH3:1][O:2][C:3]1[CH:4]=[C:5]2[C:9](=[CH:10][CH:11]=1)[NH:8][C:7]([CH3:12])=[C:6]2[CH2:13][C:14]([OH:16])=O.C(Cl)(=O)C(Cl)=O.[NH:23]1[CH:27]=[C:26]([C:28]2[CH:29]=[C:30]3[C:35](=[CH:36][CH:37]=2)[CH:34]=[N:33][C:32]([NH2:38])=[CH:31]3)[CH:25]=[N:24]1.N1C=CC=CC=1.C([O-])([O-])=O.[K+].[K+]. (7) Given the product [NH4+:3].[Cl:59][C:33]1[C:34]([CH2:39][O:40][C:41]2[C:49]3[N:48]=[C:47]([O:50][CH3:51])[N:46]([CH2:52][C:53]4[CH:58]=[CH:57][CH:56]=[CH:55][N:54]=4)[C:45]=3[CH:44]=[CH:43][CH:42]=2)=[C:35]([Cl:38])[CH:36]=[CH:37][C:32]=1[N:30]([CH3:31])[C:28](=[O:29])[CH2:27][NH:26][C:14](=[O:16])[CH2:13][CH2:12][C:9]1[CH:8]=[CH:7][C:6]([C:4]([NH:3][CH3:2])=[O:5])=[CH:11][N:10]=1, predict the reactants needed to synthesize it. The reactants are: Cl.[CH3:2][NH:3][C:4]([C:6]1[CH:7]=[CH:8][C:9]([CH2:12][CH2:13][C:14]([OH:16])=O)=[N:10][CH:11]=1)=[O:5].C(N(C(C)C)C(C)C)C.[NH2:26][CH2:27][C:28]([N:30]([C:32]1[CH:37]=[CH:36][C:35]([Cl:38])=[C:34]([CH2:39][O:40][C:41]2[C:49]3[N:48]=[C:47]([O:50][CH3:51])[N:46]([CH2:52][C:53]4[CH:58]=[CH:57][CH:56]=[CH:55][N:54]=4)[C:45]=3[CH:44]=[CH:43][CH:42]=2)[C:33]=1[Cl:59])[CH3:31])=[O:29].C1C=CC2N(O)N=NC=2C=1.CCN=C=NCCCN(C)C.